From a dataset of Full USPTO retrosynthesis dataset with 1.9M reactions from patents (1976-2016). Predict the reactants needed to synthesize the given product. (1) Given the product [CH2:13]([C:4]1[C:3]([O:2][CH3:1])=[CH:12][CH:11]=[CH:10][C:5]=1[CH2:6][N:7]([CH3:9])[CH3:8])[CH3:14], predict the reactants needed to synthesize it. The reactants are: [CH3:1][O:2][C:3]1[CH:4]=[C:5]([CH:10]=[CH:11][CH:12]=1)[CH2:6][N:7]([CH3:9])[CH3:8].[CH2:13]([Li])[CH2:14]CC.ICC.C(OCC)C. (2) Given the product [C:1]([O:5][C:6](=[O:27])[NH:7][CH2:8][C:9]1[CH:14]=[C:13]([O:15][C:16]2[CH:21]=[CH:20][C:19]([F:22])=[C:18]([F:23])[CH:17]=2)[CH:12]=[CH:11][C:10]=1[NH2:24])([CH3:4])([CH3:2])[CH3:3], predict the reactants needed to synthesize it. The reactants are: [C:1]([O:5][C:6](=[O:27])[NH:7][CH2:8][C:9]1[CH:14]=[C:13]([O:15][C:16]2[CH:21]=[CH:20][C:19]([F:22])=[C:18]([F:23])[CH:17]=2)[CH:12]=[CH:11][C:10]=1[N+:24]([O-])=O)([CH3:4])([CH3:3])[CH3:2].[Cl-].[NH4+].C(O)C. (3) Given the product [Cl:27][Si:28]([Cl:30])([Cl:29])[C:2]1[CH:7]=[C:6]([C:8]([CH3:11])([CH3:10])[CH3:9])[CH:5]=[C:4]([C:12]([CH3:15])([CH3:14])[CH3:13])[CH:3]=1, predict the reactants needed to synthesize it. The reactants are: Br[C:2]1[CH:7]=[C:6]([C:8]([CH3:11])([CH3:10])[CH3:9])[CH:5]=[C:4]([C:12]([CH3:15])([CH3:14])[CH3:13])[CH:3]=1.CCCCCC.C([Li])CCC.[Cl:27][Si:28](Cl)([Cl:30])[Cl:29]. (4) The reactants are: Cl[C:2]1[N:3]=[C:4]([O:13][C@@H:14]([C@@H:16]2[CH2:20][C:19](=[O:21])[N:18]([C@@H:22]([C:24]3[CH:29]=[CH:28][C:27]([O:30][CH3:31])=[CH:26][CH:25]=3)[CH3:23])[CH2:17]2)[CH3:15])[C:5]2[N:6]([N:8]=[CH:9][C:10]=2[C:11]#[N:12])[CH:7]=1.[C:32]([O:36][C:37]([N:39]1[CH2:44][CH2:43][N:42]([C:45]2[CH:50]=[CH:49][C:48](B(O)O)=[CH:47][CH:46]=2)[CH2:41][CH2:40]1)=[O:38])([CH3:35])([CH3:34])[CH3:33].[O-]P([O-])([O-])=O.[K+].[K+].[K+]. Given the product [C:11]([C:10]1[CH:9]=[N:8][N:6]2[CH:7]=[C:2]([C:48]3[CH:47]=[CH:46][C:45]([N:42]4[CH2:41][CH2:40][N:39]([C:37]([O:36][C:32]([CH3:35])([CH3:34])[CH3:33])=[O:38])[CH2:44][CH2:43]4)=[CH:50][CH:49]=3)[N:3]=[C:4]([O:13][C@@H:14]([C@@H:16]3[CH2:20][C:19](=[O:21])[N:18]([C@@H:22]([C:24]4[CH:29]=[CH:28][C:27]([O:30][CH3:31])=[CH:26][CH:25]=4)[CH3:23])[CH2:17]3)[CH3:15])[C:5]=12)#[N:12], predict the reactants needed to synthesize it. (5) Given the product [Cl:12][C:13]1[CH:18]=[CH:17][C:16]([C:19]2[C:20]([NH:28][C:9](=[O:11])[CH2:8][C:5]3[CH:4]=[CH:3][N:2]=[CH:7][CH:6]=3)=[N:21][N:22]3[CH:27]=[CH:26][CH:25]=[N:24][C:23]=23)=[CH:15][CH:14]=1, predict the reactants needed to synthesize it. The reactants are: Cl.[N:2]1[CH:7]=[CH:6][C:5]([CH2:8][C:9]([OH:11])=O)=[CH:4][CH:3]=1.[Cl:12][C:13]1[CH:18]=[CH:17][C:16]([C:19]2[C:20]([NH2:28])=[N:21][N:22]3[CH:27]=[CH:26][CH:25]=[N:24][C:23]=23)=[CH:15][CH:14]=1. (6) Given the product [F:10][C:11]1[CH:19]=[CH:18][CH:17]=[C:16]([C:20]([F:23])([F:22])[F:21])[C:12]=1[C:13]([N:66]1[CH2:65][CH2:64][N:63]([C:46](=[O:45])[CH2:47][NH:48][C:49]([C:51]2[CH:56]=[CH:55][C:54]([C:57]3[CH:62]=[CH:61][CH:60]=[CH:59][CH:58]=3)=[CH:53][CH:52]=2)=[O:50])[CH2:68][CH2:67]1)=[O:15], predict the reactants needed to synthesize it. The reactants are: CCN(C(C)C)C(C)C.[F:10][C:11]1[CH:19]=[CH:18][CH:17]=[C:16]([C:20]([F:23])([F:22])[F:21])[C:12]=1[C:13]([OH:15])=O.C1C=CC2N(O)N=NC=2C=1.CCN=C=NCCCN(C)C.[O:45]=[C:46]([N:63]1[CH2:68][CH2:67][NH:66][CH2:65][CH2:64]1)[CH2:47][NH:48][C:49]([C:51]1[CH:56]=[CH:55][C:54]([C:57]2[CH:62]=[CH:61][CH:60]=[CH:59][CH:58]=2)=[CH:53][CH:52]=1)=[O:50]. (7) Given the product [OH:13][CH2:10][C:11]1[O:8][N:7]=[C:6]([C:4]([O:3][CH2:2][CH3:1])=[O:5])[CH:12]=1, predict the reactants needed to synthesize it. The reactants are: [CH3:1][CH2:2][O:3][C:4](/[C:6](/Cl)=[N:7]\[OH:8])=[O:5].[CH2:10]([OH:13])[C:11]#[CH:12].C([O-])([O-])=O.[K+].[K+].